Dataset: Reaction yield outcomes from USPTO patents with 853,638 reactions. Task: Predict the reaction yield, written as a fraction of the theoretical maximum amount of product (1.0 means a 100% yield; for example, 0.34 means a 34% yield). (1) The reactants are ClC(Cl)(Cl)C(Cl)(Cl)Cl.[F:9][C:10]1[CH:11]=[CH:12][C:13]([NH:16][NH:17][C:18]([C:20]2([N:25]([CH3:27])[CH3:26])[CH2:24][CH2:23][CH2:22][CH2:21]2)=O)=[N:14][CH:15]=1.C(N(CC)CC)C.C1(P(C2C=CC=CC=2)C2C=CC=CC=2)C=CC=CC=1. The catalyst is C1COCC1. The product is [F:9][C:10]1[CH:11]=[CH:12][C:13]2[N:14]([C:18]([C:20]3([N:25]([CH3:27])[CH3:26])[CH2:24][CH2:23][CH2:22][CH2:21]3)=[N:17][N:16]=2)[CH:15]=1. The yield is 0.790. (2) The reactants are [N:1]1([C:7]2[CH:14]=[CH:13][C:10]([CH:11]=[O:12])=[CH:9][CH:8]=2)[CH2:6][CH2:5][NH:4][CH2:3][CH2:2]1.[CH3:15][C:16]([O:19][C:20](O[C:20]([O:19][C:16]([CH3:18])([CH3:17])[CH3:15])=[O:21])=[O:21])([CH3:18])[CH3:17]. The catalyst is C(Cl)Cl.CN(C1C=CN=CC=1)C.O. The product is [CH:11]([C:10]1[CH:9]=[CH:8][C:7]([N:1]2[CH2:6][CH2:5][N:4]([C:20]([O:19][C:16]([CH3:18])([CH3:17])[CH3:15])=[O:21])[CH2:3][CH2:2]2)=[CH:14][CH:13]=1)=[O:12]. The yield is 0.610. (3) No catalyst specified. The yield is 0.890. The reactants are [Br:1][C:2]1[CH:3]=[C:4]([CH:9]([C:12]2[C:17]([CH:18]([CH3:20])[CH3:19])=[C:16]([O:21][CH3:22])[N:15]=[C:14]([O:23][CH3:24])[N:13]=2)C#N)[CH:5]=[C:6]([CH3:8])[CH:7]=1.[H-].[Na+].CN(C=[O:31])C. The product is [Br:1][C:2]1[CH:3]=[C:4]([C:9]([C:12]2[C:17]([CH:18]([CH3:20])[CH3:19])=[C:16]([O:21][CH3:22])[N:15]=[C:14]([O:23][CH3:24])[N:13]=2)=[O:31])[CH:5]=[C:6]([CH3:8])[CH:7]=1. (4) No catalyst specified. The yield is 0.230. The product is [CH3:24][NH:25][C:20]([C:18]1[N:19]=[C:15]([C:13](=[O:14])[CH2:12][CH2:11][CH2:10][CH2:9][CH2:8][CH2:7][C:1]2[CH:6]=[CH:5][CH:4]=[CH:3][CH:2]=2)[O:16][CH:17]=1)=[O:22]. The reactants are [C:1]1([CH2:7][CH2:8][CH2:9][CH2:10][CH2:11][CH2:12][C:13]([C:15]2[O:16][CH:17]=[C:18]([C:20]([OH:22])=O)[N:19]=2)=[O:14])[CH:6]=[CH:5][CH:4]=[CH:3][CH:2]=1.Cl.[CH3:24][NH2:25]. (5) The reactants are [CH:1]([O:4][C:5]1[N:10]=[CH:9][C:8]([CH:11]=O)=[CH:7][CH:6]=1)([CH3:3])[CH3:2].[NH2:13][C:14]1[N:15]=[N:16][C:17]([CH3:20])=[CH:18][CH:19]=1.C([O:23][C:24](=O)[C:25]([OH:40])=[CH:26][C:27](=[O:39])[C:28]1[CH:33]=[CH:32][C:31]([O:34][C:35]([F:38])([F:37])[F:36])=[CH:30][CH:29]=1)C. No catalyst specified. The product is [OH:40][C:25]1[C:24](=[O:23])[N:13]([C:14]2[N:15]=[N:16][C:17]([CH3:20])=[CH:18][CH:19]=2)[CH:11]([C:8]2[CH:9]=[N:10][C:5]([O:4][CH:1]([CH3:2])[CH3:3])=[CH:6][CH:7]=2)[C:26]=1[C:27](=[O:39])[C:28]1[CH:29]=[CH:30][C:31]([O:34][C:35]([F:37])([F:38])[F:36])=[CH:32][CH:33]=1. The yield is 0.0200. (6) The reactants are [Cl:1][C:2]1[N:3]=[N:4][C:5]([NH:8][NH2:9])=[CH:6][CH:7]=1.[C:10](Cl)(=O)[CH:11]([CH3:13])[CH3:12].O.C([O-])([O-])=O.[Na+].[Na+]. The catalyst is O1CCOCC1. The product is [Cl:1][C:2]1[CH:7]=[CH:6][C:5]2[N:4]([C:10]([CH:11]([CH3:13])[CH3:12])=[N:9][N:8]=2)[N:3]=1. The yield is 0.940. (7) The reactants are Cl[C:2]1[C:3]([CH3:22])=[N:4][C:5]2[C:10]([N:11]=1)=[C:9]([C:12]1[NH:20][C:19]3[CH2:18][CH2:17][NH:16][C:15](=[O:21])[C:14]=3[CH:13]=1)[CH:8]=[CH:7][CH:6]=2.CC1(C)C(C)(C)OB([C:31]2[CH:35]=[CH:34][O:33][C:32]=2[CH3:36])O1.C([O-])([O-])=O.[Na+].[Na+].CO.C(Cl)Cl. The catalyst is O1CCOCC1.O.C1C=CC([P]([Pd]([P](C2C=CC=CC=2)(C2C=CC=CC=2)C2C=CC=CC=2)([P](C2C=CC=CC=2)(C2C=CC=CC=2)C2C=CC=CC=2)[P](C2C=CC=CC=2)(C2C=CC=CC=2)C2C=CC=CC=2)(C2C=CC=CC=2)C2C=CC=CC=2)=CC=1. The product is [CH3:22][C:3]1[C:2]([C:31]2[CH:35]=[CH:34][O:33][C:32]=2[CH3:36])=[N:11][C:10]2[C:5](=[CH:6][CH:7]=[CH:8][C:9]=2[C:12]2[NH:20][C:19]3[CH2:18][CH2:17][NH:16][C:15](=[O:21])[C:14]=3[CH:13]=2)[N:4]=1. The yield is 0.840. (8) The product is [Br:1][C:2]1[CH:7]=[CH:6][C:5]([F:8])=[CH:4][C:3]=1[O:9][CH3:10]. The catalyst is CC(C)=O. The yield is 1.00. The reactants are [Br:1][C:2]1[CH:7]=[CH:6][C:5]([F:8])=[CH:4][C:3]=1[OH:9].[C:10](=O)([O-])[O-].[K+].[K+].S(OC)(OC)(=O)=O. (9) The reactants are Br[C:2]1[CH:3]=[CH:4][C:5]2[O:11][CH2:10][CH2:9][N:8]3[CH:12]=[C:13]([C:15]4[N:19]([C:20]5[CH:25]=[CH:24][CH:23]=[CH:22][C:21]=5[Cl:26])[N:18]=[C:17]([NH2:27])[N:16]=4)[N:14]=[C:7]3[C:6]=2[CH:28]=1.[C:29]1(B(O)O)[CH:34]=[CH:33][CH:32]=[CH:31][CH:30]=1.C([O-])([O-])=O.[Cs+].[Cs+].O. The catalyst is O1CCOCC1. The product is [Cl:26][C:21]1[CH:22]=[CH:23][CH:24]=[CH:25][C:20]=1[N:19]1[C:15]([C:13]2[N:14]=[C:7]3[C:6]4[CH:28]=[C:2]([C:29]5[CH:34]=[CH:33][CH:32]=[CH:31][CH:30]=5)[CH:3]=[CH:4][C:5]=4[O:11][CH2:10][CH2:9][N:8]3[CH:12]=2)=[N:16][C:17]([NH2:27])=[N:18]1. The yield is 0.210. (10) The reactants are [F:1][C:2]([F:25])([C:15]1[CH:16]=[C:17]2[C:22](=[CH:23][CH:24]=1)[N:21]=[CH:20][CH:19]=[CH:18]2)[C:3]1[N:7]2[N:8]=[C:9]([C:12](=O)[CH3:13])[CH:10]=[CH:11][C:6]2=[N:5][N:4]=1.[NH2:26][O:27][CH2:28][CH2:29][OH:30]. The catalyst is CO. The product is [OH:30][CH2:29][CH2:28][O:27]/[N:26]=[C:12](/[C:9]1[CH:10]=[CH:11][C:6]2[N:7]([C:3]([C:2]([F:25])([F:1])[C:15]3[CH:16]=[C:17]4[C:22](=[CH:23][CH:24]=3)[N:21]=[CH:20][CH:19]=[CH:18]4)=[N:4][N:5]=2)[N:8]=1)\[CH3:13]. The yield is 0.550.